This data is from Catalyst prediction with 721,799 reactions and 888 catalyst types from USPTO. The task is: Predict which catalyst facilitates the given reaction. (1) Reactant: C(OP([CH2:10][C:11]([O:13][CH2:14][CH3:15])=[O:12])(COCC)=O)C.[H-].[Na+].[Si:18]([O:25][CH2:26][CH2:27][CH2:28][CH:29]=O)([C:21]([CH3:24])([CH3:23])[CH3:22])([CH3:20])[CH3:19]. Product: [Si:18]([O:25][CH2:26][CH2:27][CH2:28]/[CH:29]=[CH:10]/[C:11]([O:13][CH2:14][CH3:15])=[O:12])([C:21]([CH3:22])([CH3:23])[CH3:24])([CH3:19])[CH3:20]. The catalyst class is: 1. (2) Reactant: [C:1](Cl)(=[O:3])[CH3:2].C(N(CC)CC)C.[C:12]([C:14]1[CH:19]=[CH:18][CH:17]=[CH:16][C:15]=1[OH:20])#[N:13]. Product: [C:1]([O:20][C:15]1[CH:16]=[CH:17][CH:18]=[CH:19][C:14]=1[C:12]#[N:13])(=[O:3])[CH3:2]. The catalyst class is: 22. (3) Reactant: [CH:1]1[CH:2]=[C:3]([N:9]2[CH2:14][CH2:13][N:12]([CH2:15][CH2:16][CH2:17][CH2:18][O:19][C:20]3[CH:21]=[CH:22][C:23]4[CH2:30][CH2:29][C:27](=[O:28])[NH:26][C:24]=4[CH:25]=3)[CH2:11][CH2:10]2)[C:4]([Cl:8])=[C:5]([Cl:7])[CH:6]=1.[OH2:31]. Product: [CH2:30]1[C:23]2[CH:22]=[CH:21][C:20]([O:19][CH2:18][CH2:17][CH2:16][CH2:15][N:12]3[CH2:11][CH2:10][N:9]([C:3]4[CH:2]=[CH:1][CH:6]=[C:5]([Cl:7])[C:4]=4[Cl:8])[CH2:14][CH2:13]3)=[CH:25][C:24]=2[NH:26][C:27](=[O:28])[CH2:29]1.[OH2:31]. The catalyst class is: 8. (4) Reactant: [CH3:1][C:2]1[CH:3]=[C:4]([NH:17][C:18]2[N:23]=[CH:22][CH:21]=[CH:20][N:19]=2)[CH:5]=[C:6](B2OC(C)(C)C(C)(C)O2)[CH:7]=1.Br[C:25]1[CH:26]=[N:27][N:28]([CH:30]([C:32]2[CH:41]=[CH:40][C:35]([C:36]([O:38][CH3:39])=[O:37])=[CH:34][CH:33]=2)[CH3:31])[CH:29]=1.CC(C1C=C(C(C)C)C(C2C=CC=CC=2P(C2CCCCC2)C2CCCCC2)=C(C(C)C)C=1)C.C(=O)([O-])[O-].[Cs+].[Cs+]. Product: [CH3:1][C:2]1[CH:7]=[C:6]([C:25]2[CH:26]=[N:27][N:28]([CH:30]([C:32]3[CH:41]=[CH:40][C:35]([C:36]([O:38][CH3:39])=[O:37])=[CH:34][CH:33]=3)[CH3:31])[CH:29]=2)[CH:5]=[C:4]([NH:17][C:18]2[N:19]=[CH:20][CH:21]=[CH:22][N:23]=2)[CH:3]=1. The catalyst class is: 333. (5) Reactant: [F:1][C:2]([F:18])([F:17])[C:3](=O)[CH2:4][C:5]([C:7]1[CH:12]=[CH:11][C:10]([CH2:13][CH2:14][OH:15])=[CH:9][CH:8]=1)=O.Cl.[N+:20]([C:23]1[CH:28]=[CH:27][C:26]([NH:29][NH2:30])=[CH:25][CH:24]=1)([O-:22])=[O:21].[CH3:31][C:32](O)=[O:33]. Product: [C:32]([O:15][CH2:14][CH2:13][C:10]1[CH:11]=[CH:12][C:7]([C:5]2[N:29]([C:26]3[CH:25]=[CH:24][C:23]([N+:20]([O-:22])=[O:21])=[CH:28][CH:27]=3)[N:30]=[C:3]([C:2]([F:18])([F:17])[F:1])[CH:4]=2)=[CH:8][CH:9]=1)(=[O:33])[CH3:31]. The catalyst class is: 6. (6) Reactant: [Cl:1][CH2:2][C:3]1[CH:4]=[C:5]([C:11]([F:14])([F:13])[F:12])[C:6](OC)=[N:7][CH:8]=1.O=P(Cl)(Cl)[Cl:17]. Product: [Cl:17][C:6]1[C:5]([C:11]([F:14])([F:13])[F:12])=[CH:4][C:3]([CH2:2][Cl:1])=[CH:8][N:7]=1. The catalyst class is: 3.